Dataset: Catalyst prediction with 721,799 reactions and 888 catalyst types from USPTO. Task: Predict which catalyst facilitates the given reaction. Reactant: [CH2:1]([O:8][C:9]1[CH:10]=[C:11]2[C:16](=[CH:17][C:18]=1[O:19][CH3:20])[CH:15](/[CH:21]=[CH:22]/[C:23]1[CH:28]=[C:27]([O:29][CH3:30])[C:26]([O:31][CH3:32])=[CH:25][C:24]=1[CH3:33])[NH:14][CH2:13][CH2:12]2)[C:2]1[CH:7]=[CH:6][CH:5]=[CH:4][CH:3]=1.CCN(C(C)C)C(C)C.Cl[C:44]([O:46][CH3:47])=[O:45]. Product: [CH2:1]([O:8][C:9]1[CH:10]=[C:11]2[C:16](=[CH:17][C:18]=1[O:19][CH3:20])[CH:15](/[CH:21]=[CH:22]/[C:23]1[CH:28]=[C:27]([O:29][CH3:30])[C:26]([O:31][CH3:32])=[CH:25][C:24]=1[CH3:33])[N:14]([C:44]([O:46][CH3:47])=[O:45])[CH2:13][CH2:12]2)[C:2]1[CH:7]=[CH:6][CH:5]=[CH:4][CH:3]=1. The catalyst class is: 2.